From a dataset of Full USPTO retrosynthesis dataset with 1.9M reactions from patents (1976-2016). Predict the reactants needed to synthesize the given product. (1) The reactants are: [CH3:1][O:2][C:3]1[C:4]([NH2:11])=[C:5]([CH:8]=[CH:9][CH:10]=1)[CH:6]=O.[C:12]([C:16]1[CH:21]=[CH:20][CH:19]=[CH:18][CH:17]=1)(=O)[CH2:13][CH3:14].[OH-].[K+]. Given the product [C:16]1([C:12]2[C:13]([CH3:14])=[CH:6][C:5]3[C:4](=[C:3]([O:2][CH3:1])[CH:10]=[CH:9][CH:8]=3)[N:11]=2)[CH:21]=[CH:20][CH:19]=[CH:18][CH:17]=1, predict the reactants needed to synthesize it. (2) Given the product [CH3:38][C:20]1([CH3:39])[S:19](=[O:41])(=[O:40])[C@@H:18]2[CH2:42][C@H:43]([CH3:45])[O:44][C:14]3[CH:13]=[CH:12][C:11]([NH:10][C:8]([C:5]4[CH:4]=[CH:3][C:2]([O:1][CH2:52][C:48]5[O:47][CH:51]=[CH:50][N:49]=5)=[CH:7][N:6]=4)=[O:9])=[CH:16][C:15]=3[C@@:17]2([CH3:46])[N:22]=[C:21]1[N:23]([C:24]([O:25][C:26]([CH3:29])([CH3:27])[CH3:28])=[O:30])[C:31](=[O:32])[O:33][C:34]([CH3:35])([CH3:36])[CH3:37], predict the reactants needed to synthesize it. The reactants are: [OH:1][C:2]1[CH:3]=[CH:4][C:5]([C:8]([NH:10][C:11]2[CH:12]=[CH:13][C:14]3[O:44][C@@H:43]([CH3:45])[CH2:42][C@H:18]4[S:19](=[O:41])(=[O:40])[C:20]([CH3:39])([CH3:38])[C:21]([N:23]([C:31]([O:33][C:34]([CH3:37])([CH3:36])[CH3:35])=[O:32])[C:24](=[O:30])[O:25][C:26]([CH3:29])([CH3:28])[CH3:27])=[N:22][C@:17]4([CH3:46])[C:15]=3[CH:16]=2)=[O:9])=[N:6][CH:7]=1.[O:47]1[CH:51]=[CH:50][N:49]=[C:48]1[CH2:52]O.C1(P(C2C=CC=CC=2)C2C=CC=CC=2)C=CC=CC=1.N(C(OC(C)C)=O)=NC(OC(C)C)=O. (3) Given the product [Cl:23][C:3]1[C:2]([C:26]2[C:25]([Cl:24])=[CH:30][N:29]=[C:28]([F:31])[CH:27]=2)=[N:7][C:6]([N:8]([CH2:16][CH:17]2[CH2:22][CH2:21][CH2:20][O:19][CH2:18]2)[C:9](=[O:15])[O:10][C:11]([CH3:14])([CH3:13])[CH3:12])=[CH:5][CH:4]=1, predict the reactants needed to synthesize it. The reactants are: Br[C:2]1[N:7]=[C:6]([N:8]([CH2:16][CH:17]2[CH2:22][CH2:21][CH2:20][O:19][CH2:18]2)[C:9](=[O:15])[O:10][C:11]([CH3:14])([CH3:13])[CH3:12])[CH:5]=[CH:4][C:3]=1[Cl:23].[Cl:24][C:25]1[C:26](B(O)O)=[CH:27][C:28]([F:31])=[N:29][CH:30]=1.C(Cl)Cl.C([O-])([O-])=O.[Na+].[Na+].